Task: Predict which catalyst facilitates the given reaction.. Dataset: Catalyst prediction with 721,799 reactions and 888 catalyst types from USPTO (1) Reactant: [CH3:1][N:2]1[C:6]2=[N:7][CH:8]=[CH:9][C:10]([C:11]3[CH:16]=[CH:15][C:14]([C:17]([N:19]4[CH2:24][CH2:23][O:22][CH2:21][CH2:20]4)=[O:18])=[CH:13][CH:12]=3)=[C:5]2[C:4]([CH:25]=O)=[CH:3]1.[OH:27][C:28]1[C:33]2[C:34](=[O:37])[CH2:35][O:36][C:32]=2[CH:31]=[CH:30][CH:29]=1.Cl. Product: [OH:27][C:28]1[C:33]2[C:34](=[O:37])/[C:35](=[CH:25]/[C:4]3[C:5]4[C:6](=[N:7][CH:8]=[CH:9][C:10]=4[C:11]4[CH:12]=[CH:13][C:14]([C:17]([N:19]5[CH2:24][CH2:23][O:22][CH2:21][CH2:20]5)=[O:18])=[CH:15][CH:16]=4)[N:2]([CH3:1])[CH:3]=3)/[O:36][C:32]=2[CH:31]=[CH:30][CH:29]=1. The catalyst class is: 14. (2) Reactant: Cl.Cl.Cl.[O:4]1[C:8]2=[C:9]([N:13]3[CH2:18][CH2:17][N:16]([CH2:19][CH2:20][C@H:21]4[CH2:26][CH2:25][C@H:24]([NH2:27])[CH2:23][CH2:22]4)[CH2:15][CH2:14]3)[N:10]=[CH:11][CH:12]=[C:7]2[CH2:6][CH2:5]1.C(N(CC)CC)C.[CH3:35][S:36](Cl)(=[O:38])=[O:37].[OH-].[Na+]. Product: [O:4]1[C:8]2=[C:9]([N:13]3[CH2:18][CH2:17][N:16]([CH2:19][CH2:20][C@H:21]4[CH2:26][CH2:25][C@H:24]([NH:27][S:36]([CH3:35])(=[O:38])=[O:37])[CH2:23][CH2:22]4)[CH2:15][CH2:14]3)[N:10]=[CH:11][CH:12]=[C:7]2[CH2:6][CH2:5]1. The catalyst class is: 4. (3) Reactant: C1(P(C2C=CC=CC=2)CCC(P(C2C=CC=CC=2)C2C=CC=CC=2)C)C=CC=CC=1.C([N:34]1[CH2:38][CH2:37][C@@H:36]([C:39]2[CH:44]=[CH:43][C:42]([NH:45][S:46]([C:49]3[CH:54]=[CH:53][CH:52]=[C:51]([C:55]([F:58])([F:57])[F:56])[CH:50]=3)(=[O:48])=[O:47])=[CH:41][CH:40]=2)[CH2:35]1)C=C.SC1C=CC=CC=1C(O)=O. Product: [NH:34]1[CH2:38][CH2:37][C@@H:36]([C:39]2[CH:44]=[CH:43][C:42]([NH:45][S:46]([C:49]3[CH:54]=[CH:53][CH:52]=[C:51]([C:55]([F:58])([F:56])[F:57])[CH:50]=3)(=[O:48])=[O:47])=[CH:41][CH:40]=2)[CH2:35]1. The catalyst class is: 7. (4) Reactant: [CH3:1][O:2][CH2:3][CH2:4][NH:5][S:6]([C:9]1[C:14]([Cl:15])=[CH:13][CH:12]=[C:11]([N+:16]([O-:18])=[O:17])[C:10]=1Cl)(=[O:8])=[O:7].[H-].[Na+].[OH2:22]. Product: [CH3:1][O:2][CH2:3][CH2:4][NH:5][S:6]([C:9]1[C:14]([Cl:15])=[CH:13][CH:12]=[C:11]([N+:16]([O-:18])=[O:17])[C:10]=1[OH:22])(=[O:8])=[O:7]. The catalyst class is: 13. (5) Reactant: C([Li])CCC.CC1(C)CCCC(C)(C)N1.[Cl:16][C:17]1[C:22]([Cl:23])=[CH:21][CH:20]=[CH:19][N:18]=1.[I:24]I. Product: [Cl:16][C:17]1[C:22]([Cl:23])=[C:21]([I:24])[CH:20]=[CH:19][N:18]=1. The catalyst class is: 332. (6) Reactant: [NH2:1][C:2]1[CH:7]=[CH:6][C:5]([NH:8][C:9]([NH:11][C:12](=[O:23])[C:13]2[CH:18]=[CH:17][C:16]([C:19]([CH3:22])([CH3:21])[CH3:20])=[CH:15][CH:14]=2)=[S:10])=[C:4]([Cl:24])[CH:3]=1.C=O.[C:27](O[BH-](OC(=O)C)OC(=O)C)(=O)C.[Na+].C(O)(=O)C. Product: [C:19]([C:16]1[CH:17]=[CH:18][C:13]([C:12]([NH:11][C:9](=[S:10])[NH:8][C:5]2[CH:6]=[CH:7][C:2]([NH:1][CH3:27])=[CH:3][C:4]=2[Cl:24])=[O:23])=[CH:14][CH:15]=1)([CH3:20])([CH3:21])[CH3:22]. The catalyst class is: 217. (7) Reactant: O=[CH:2][CH2:3][CH2:4][CH2:5][C:6]([O:8][CH3:9])=[O:7].[C:10]([CH:15]=P(C1C=CC=CC=1)(C1C=CC=CC=1)C1C=CC=CC=1)([O:12][CH2:13]C)=[O:11]. The catalyst class is: 11. Product: [C:10]([O:12][CH3:13])(=[O:11])/[CH:15]=[CH:2]/[CH2:3][CH2:4][CH2:5][C:6]([O:8][CH3:9])=[O:7].